This data is from Full USPTO retrosynthesis dataset with 1.9M reactions from patents (1976-2016). The task is: Predict the reactants needed to synthesize the given product. (1) The reactants are: [CH2:1]([O:8][C:9]1[CH:14]=[CH:13][C:12]([C@@H:15]2[CH2:17][O:16]2)=[CH:11][C:10]=1[N+:18]([O-])=O)[C:2]1[CH:7]=[CH:6][CH:5]=[CH:4][CH:3]=1.[CH2:21]([NH:28][CH2:29][CH2:30][CH:31]([C:43]1[CH:48]=[CH:47][C:46]([NH:49][C:50]([O:52][CH3:53])=[O:51])=[CH:45][CH:44]=1)[C:32]1[CH:37]=[CH:36][C:35]([NH:38][C:39]([O:41][CH3:42])=[O:40])=[CH:34][CH:33]=1)[C:22]1[CH:27]=[CH:26][CH:25]=[CH:24][CH:23]=1.C(O)C.[Cl-].[NH4+]. Given the product [NH2:18][C:10]1[CH:11]=[C:12]([C@@H:15]([OH:16])[CH2:17][N:28]([CH2:29][CH2:30][CH:31]([C:43]2[CH:48]=[CH:47][C:46]([NH:49][C:50]([O:52][CH3:53])=[O:51])=[CH:45][CH:44]=2)[C:32]2[CH:37]=[CH:36][C:35]([NH:38][C:39]([O:41][CH3:42])=[O:40])=[CH:34][CH:33]=2)[CH2:21][C:22]2[CH:27]=[CH:26][CH:25]=[CH:24][CH:23]=2)[CH:13]=[CH:14][C:9]=1[O:8][CH2:1][C:2]1[CH:7]=[CH:6][CH:5]=[CH:4][CH:3]=1, predict the reactants needed to synthesize it. (2) Given the product [CH3:1][O:2][C:3]([C:5]1[CH:14]=[CH:13][C:12]2[C:7](=[CH:8][CH:9]=[C:10]([C:15]([C:18]3[CH:23]=[CH:22][C:21]([O:24][CH2:29][C:30](=[O:35])[C:31]([CH3:34])([CH3:33])[CH3:32])=[C:20]([CH3:25])[CH:19]=3)([CH2:26][CH3:27])[CH2:16][CH3:17])[CH:11]=2)[CH:6]=1)=[O:4], predict the reactants needed to synthesize it. The reactants are: [CH3:1][O:2][C:3]([C:5]1[CH:14]=[CH:13][C:12]2[C:7](=[CH:8][CH:9]=[C:10]([C:15]([CH2:26][CH3:27])([C:18]3[CH:23]=[CH:22][C:21]([OH:24])=[C:20]([CH3:25])[CH:19]=3)[CH2:16][CH3:17])[CH:11]=2)[CH:6]=1)=[O:4].Br[CH2:29][C:30](=[O:35])[C:31]([CH3:34])([CH3:33])[CH3:32].C(=O)([O-])[O-].[K+].[K+]. (3) Given the product [CH3:13][C:12]1[CH:11]=[C:5]2[C:4](=[CH:3][C:2]=1[CH3:1])[C:9](=[O:10])[N:14]([C:15]1[CH:16]=[N:17][CH:18]=[CH:19][CH:20]=1)[C:6]2=[O:8], predict the reactants needed to synthesize it. The reactants are: [CH3:1][C:2]1[CH:3]=[C:4]2[C:9](=[O:10])[O:8][C:6](=O)[C:5]2=[CH:11][C:12]=1[CH3:13].[NH2:14][C:15]1[CH:16]=[N:17][CH:18]=[CH:19][CH:20]=1.O. (4) Given the product [O:17]=[C:12]1[CH2:11][C:10]2[C:14](=[CH:15][CH:16]=[C:8]([NH:7][C:5](=[O:6])[C:4]([OH:18])=[O:3])[CH:9]=2)[NH:13]1, predict the reactants needed to synthesize it. The reactants are: C([O:3][C:4](=[O:18])[C:5]([NH:7][C:8]1[CH:9]=[C:10]2[C:14](=[CH:15][CH:16]=1)[NH:13][C:12](=[O:17])[CH2:11]2)=[O:6])C.[OH-].[K+]. (5) Given the product [CH2:1]([NH:3][C:4](=[O:5])[NH:6][C:7]1[S:8][C:9]([C:13]2[CH:14]=[CH:15][C:16]([O:19][CH3:20])=[C:17]([S:22]([Cl:21])(=[O:24])=[O:23])[CH:18]=2)=[C:10]([CH3:12])[N:11]=1)[CH3:2], predict the reactants needed to synthesize it. The reactants are: [CH2:1]([NH:3][C:4]([NH:6][C:7]1[S:8][C:9]([C:13]2[CH:18]=[CH:17][C:16]([O:19][CH3:20])=[CH:15][CH:14]=2)=[C:10]([CH3:12])[N:11]=1)=[O:5])[CH3:2].[Cl:21][S:22](O)(=[O:24])=[O:23].